Dataset: Catalyst prediction with 721,799 reactions and 888 catalyst types from USPTO. Task: Predict which catalyst facilitates the given reaction. (1) Reactant: [NH2:1][C:2]1[CH:7]=[CH:6][C:5]([N:8]2[CH2:13][CH2:12][N:11]([C:14](=[O:29])[CH2:15][CH2:16][C:17]([C:19]3[CH:24]=[CH:23][C:22]([O:25][C:26](=[O:28])[CH3:27])=[CH:21][CH:20]=3)=[O:18])[CH2:10][CH2:9]2)=[CH:4][CH:3]=1.[CH:30]1[C:39]2[C:34](=[CH:35][CH:36]=[CH:37][CH:38]=2)[CH:33]=[CH:32][C:31]=1[C:40](O)=[O:41].C1CN([P+](ON2N=NC3C=CC=CC2=3)(N2CCCC2)N2CCCC2)CC1.F[P-](F)(F)(F)(F)F.C(N(C(C)C)C(C)C)C. Product: [CH:30]1[C:39]2[C:34](=[CH:35][CH:36]=[CH:37][CH:38]=2)[CH:33]=[CH:32][C:31]=1[C:40]([NH:1][C:2]1[CH:7]=[CH:6][C:5]([N:8]2[CH2:9][CH2:10][N:11]([C:14](=[O:29])[CH2:15][CH2:16][C:17]([C:19]3[CH:20]=[CH:21][C:22]([O:25][C:26](=[O:28])[CH3:27])=[CH:23][CH:24]=3)=[O:18])[CH2:12][CH2:13]2)=[CH:4][CH:3]=1)=[O:41]. The catalyst class is: 3. (2) The catalyst class is: 64. Reactant: [F:1][C:2]([F:34])([F:33])[C:3]1[CH:4]=[C:5]([C@H:13]([O:16][C@H:17]2[CH2:25][CH2:24][C@H:23]3[C@@H:19]([CH2:20][NH:21][CH2:22]3)[C@@H:18]2[C:26]2[CH:31]=[CH:30][CH:29]=[CH:28][C:27]=2[CH3:32])[CH2:14][OH:15])[CH:6]=[C:7]([C:9]([F:12])([F:11])[F:10])[CH:8]=1.[C:35](Cl)(=[O:39])[CH:36]([CH3:38])[CH3:37].C(N(CC)CC)C. Product: [F:10][C:9]([F:12])([F:11])[C:7]1[CH:6]=[C:5]([C@H:13]([O:16][C@H:17]2[CH2:25][CH2:24][C@H:23]3[C@@H:19]([CH2:20][N:21]([C:35](=[O:39])[CH:36]([CH3:38])[CH3:37])[CH2:22]3)[C@@H:18]2[C:26]2[CH:31]=[CH:30][CH:29]=[CH:28][C:27]=2[CH3:32])[CH2:14][OH:15])[CH:4]=[C:3]([C:2]([F:33])([F:1])[F:34])[CH:8]=1. (3) The catalyst class is: 77. Reactant: [C:1](=[N:14][C:15]1[CH:24]=[C:23](Cl)[C:22]2[C:17](=[CH:18][C:19]([S:26][C:27]3[CH:28]=[C:29]([C:33]4([C:39]#[N:40])[CH2:38][CH2:37][O:36][CH2:35][CH2:34]4)[CH:30]=[CH:31][CH:32]=3)=[CH:20][CH:21]=2)[N:16]=1)([C:8]1[CH:13]=[CH:12][CH:11]=[CH:10][CH:9]=1)[C:2]1[CH:7]=[CH:6][CH:5]=[CH:4][CH:3]=1.[C:41]1(B(O)O)[CH:46]=[CH:45][CH:44]=[CH:43][CH:42]=1.C(=O)([O-])[O-].[K+].[K+]. Product: [C:1](=[N:14][C:15]1[CH:24]=[C:23]([C:41]2[CH:46]=[CH:45][CH:44]=[CH:43][CH:42]=2)[C:22]2[C:17](=[CH:18][C:19]([S:26][C:27]3[CH:28]=[C:29]([C:33]4([C:39]#[N:40])[CH2:38][CH2:37][O:36][CH2:35][CH2:34]4)[CH:30]=[CH:31][CH:32]=3)=[CH:20][CH:21]=2)[N:16]=1)([C:8]1[CH:13]=[CH:12][CH:11]=[CH:10][CH:9]=1)[C:2]1[CH:7]=[CH:6][CH:5]=[CH:4][CH:3]=1. (4) Reactant: [CH:1]12[NH:8][CH:5]([CH2:6][CH2:7]1)[CH2:4][CH:3]([NH:9][C:10](=[O:19])[CH2:11][CH2:12][CH2:13][C:14]1[N:15]=[N:16][NH:17][CH:18]=1)[CH2:2]2.[C:20](Cl)(=[O:31])[O:21][CH2:22][C:23]1[CH:28]=[C:27]([Cl:29])[CH:26]=[C:25]([Cl:30])[CH:24]=1.[OH-].[Na+]. Product: [NH:17]1[CH:18]=[C:14]([CH2:13][CH2:12][CH2:11][C:10]([NH:9][CH:3]2[CH2:2][CH:1]3[N:8]([C:20]([O:21][CH2:22][C:23]4[CH:24]=[C:25]([Cl:30])[CH:26]=[C:27]([Cl:29])[CH:28]=4)=[O:31])[CH:5]([CH2:6][CH2:7]3)[CH2:4]2)=[O:19])[N:15]=[N:16]1. The catalyst class is: 2. (5) Reactant: [CH3:1][N:2]1[C:6]2=[C:7]([S:13][CH3:14])[S:8][C:9]([C:10]([OH:12])=O)=[C:5]2[N:4]=[C:3]1[CH3:15].Cl.[F:17][C:18]([F:32])([F:31])[C:19]1[C:27]2[CH2:26][CH2:25][CH2:24][CH2:23][C:22]=2[N:21]([CH2:28][CH2:29][NH2:30])[N:20]=1.C1C=CC2N(O)N=NC=2C=1.C(N(CC)CC)C.CCN=C=NCCCN(C)C. Product: [CH3:1][N:2]1[C:6]2=[C:7]([S:13][CH3:14])[S:8][C:9]([C:10]([NH:30][CH2:29][CH2:28][N:21]3[C:22]4[CH2:23][CH2:24][CH2:25][CH2:26][C:27]=4[C:19]([C:18]([F:32])([F:31])[F:17])=[N:20]3)=[O:12])=[C:5]2[N:4]=[C:3]1[CH3:15]. The catalyst class is: 136. (6) Reactant: [NH:1]1[CH2:5][CH2:4][CH2:3][CH:2]1[CH2:6][NH:7][C:8]1[CH:9]=[CH:10][C:11]([C:14]([O:16][CH2:17][CH3:18])=[O:15])=[N:12][CH:13]=1.[CH3:19][O:20][C:21]1[CH:22]=[C:23]([CH2:38][C:39](O)=[O:40])[CH:24]=[CH:25][C:26]=1[NH:27][C:28]([NH:30][C:31]1[CH:36]=[CH:35][CH:34]=[CH:33][C:32]=1[CH3:37])=[O:29].CCN=C=NCCCN(C)C.Cl. Product: [CH3:19][O:20][C:21]1[CH:22]=[C:23]([CH2:38][C:39]([N:1]2[CH2:5][CH2:4][CH2:3][CH:2]2[CH2:6][NH:7][C:8]2[CH:9]=[CH:10][C:11]([C:14]([O:16][CH2:17][CH3:18])=[O:15])=[N:12][CH:13]=2)=[O:40])[CH:24]=[CH:25][C:26]=1[NH:27][C:28]([NH:30][C:31]1[CH:36]=[CH:35][CH:34]=[CH:33][C:32]=1[CH3:37])=[O:29]. The catalyst class is: 241. (7) Reactant: [CH2:1]([C:5]([CH2:16][CH2:17][O:18][C:19]1[CH:24]=[CH:23][C:22]([F:25])=[CH:21][CH:20]=1)(C(OCC)=O)[C:6]([O:8][CH2:9][CH3:10])=[O:7])[CH2:2][CH:3]=[CH2:4].[Li+].[Cl-].CCOC(C)=O.O. Product: [F:25][C:22]1[CH:21]=[CH:20][C:19]([O:18][CH2:17][CH2:16][CH:5]([CH2:1][CH2:2][CH:3]=[CH2:4])[C:6]([O:8][CH2:9][CH3:10])=[O:7])=[CH:24][CH:23]=1. The catalyst class is: 58. (8) Reactant: [CH2:1]([S:8][C:9](=[S:15])[NH:10][CH2:11][C:12](Cl)=[CH2:13])[C:2]1[CH:7]=[CH:6][CH:5]=[CH:4][CH:3]=1.C(=O)([O-])O.[Na+].S(Cl)([Cl:24])(=O)=O. Product: [CH2:1]([S:8][C:9]1[S:15][C:12]([CH2:13][Cl:24])=[CH:11][N:10]=1)[C:2]1[CH:7]=[CH:6][CH:5]=[CH:4][CH:3]=1. The catalyst class is: 4.